Dataset: Forward reaction prediction with 1.9M reactions from USPTO patents (1976-2016). Task: Predict the product of the given reaction. (1) The product is: [C:1]([O:5][C:6]([N:8]1[CH2:9][CH2:10][C:11]([C:14]([N:44]2[CH2:49][CH2:48][O:47][CH2:46][CH2:45]2)=[O:15])([C:17]2[CH:22]=[CH:21][CH:20]=[CH:19][CH:18]=2)[CH2:12][CH2:13]1)=[O:7])([CH3:4])([CH3:2])[CH3:3]. Given the reactants [C:1]([O:5][C:6]([N:8]1[CH2:13][CH2:12][C:11]([C:17]2[CH:22]=[CH:21][CH:20]=[CH:19][CH:18]=2)([C:14](O)=[O:15])[CH2:10][CH2:9]1)=[O:7])([CH3:4])([CH3:3])[CH3:2].C(N=C=NCCCN(C)C)C.ON1C2C=CC=CC=2N=N1.[NH:44]1[CH2:49][CH2:48][O:47][CH2:46][CH2:45]1.[OH-].[Na+], predict the reaction product. (2) Given the reactants [C:1]([C:5]1[CH:6]=[C:7]([NH:11][C:12]([CH:14]2[CH2:23][CH2:22][C:21]3[C:16](=[CH:17][C:18]([O:24][C:25]4[CH:30]=[CH:29][N:28]=[C:27]([C:31]5[NH:32][CH:33]=[C:34]([CH:36]=[O:37])[N:35]=5)[CH:26]=4)=[CH:19][CH:20]=3)[CH2:15]2)=[O:13])[CH:8]=[CH:9][CH:10]=1)([CH3:4])([CH3:3])[CH3:2].Cl([O-])=[O:39].[Na+].P([O-])(O)(O)=O.[Na+], predict the reaction product. The product is: [C:1]([C:5]1[CH:6]=[C:7]([NH:11][C:12]([CH:14]2[CH2:15][C:16]3[CH:17]=[C:18]([O:24][C:25]4[CH:30]=[CH:29][N:28]=[C:27]([C:31]5[NH:32][CH:33]=[C:34]([C:36]([OH:39])=[O:37])[N:35]=5)[CH:26]=4)[CH:19]=[CH:20][C:21]=3[CH2:22][CH2:23]2)=[O:13])[CH:8]=[CH:9][CH:10]=1)([CH3:4])([CH3:2])[CH3:3]. (3) Given the reactants C(Cl)(=O)C(Cl)=O.CS(C)=O.[CH2:11]([C:14]1[N:15]([CH2:27][CH2:28][CH2:29][CH:30]([OH:32])[CH3:31])[C:16]2[C:25]3[CH:24]=[CH:23][CH:22]=[CH:21][C:20]=3[N:19]=[CH:18][C:17]=2[N:26]=1)[CH2:12][CH3:13].C(N(CC)CC)C.C(=O)(O)[O-].[Na+], predict the reaction product. The product is: [CH2:11]([C:14]1[N:15]([CH2:27][CH2:28][CH2:29][C:30](=[O:32])[CH3:31])[C:16]2[C:25]3[CH:24]=[CH:23][CH:22]=[CH:21][C:20]=3[N:19]=[CH:18][C:17]=2[N:26]=1)[CH2:12][CH3:13]. (4) Given the reactants C(=O)([O-])[O-].[Ca+2].[C:6](Cl)(Cl)=[S:7].[Cl:10][C:11]1[CH:16]=[C:15]([NH2:17])[CH:14]=[C:13]([C:18]([F:21])([F:20])[F:19])[C:12]=1[C:22]1[CH:27]=[CH:26][C:25]([S:28]([N:31]2[CH2:36][CH2:35][O:34][CH2:33][CH2:32]2)(=[O:30])=[O:29])=[CH:24][CH:23]=1.Cl, predict the reaction product. The product is: [Cl:10][C:11]1[CH:16]=[C:15]([N:17]=[C:6]=[S:7])[CH:14]=[C:13]([C:18]([F:21])([F:19])[F:20])[C:12]=1[C:22]1[CH:27]=[CH:26][C:25]([S:28]([N:31]2[CH2:36][CH2:35][O:34][CH2:33][CH2:32]2)(=[O:30])=[O:29])=[CH:24][CH:23]=1. (5) Given the reactants [C:1]([C:3](=[C:9]([CH3:11])[CH3:10])[C:4]([O:6][CH2:7][CH3:8])=[O:5])#[N:2].[ClH:12], predict the reaction product. The product is: [ClH:12].[NH2:2][CH2:1][CH:3]([CH:9]([CH3:10])[CH3:11])[C:4]([O:6][CH2:7][CH3:8])=[O:5]. (6) Given the reactants [NH2:1][C@@H:2]([C:4]1[CH:11]=[CH:10][C:7]([C:8]#[N:9])=[C:6]([C:12]2[N:17]=[C:16]3[N:18]([CH3:27])[C:19](=[O:26])[N:20]([CH2:21][C:22]([CH3:25])([CH3:24])[CH3:23])[C:15]3=[CH:14][CH:13]=2)[CH:5]=1)[CH3:3].[CH:28]([S:30]([CH:33]=[CH2:34])(=[O:32])=[O:31])=[CH2:29], predict the reaction product. The product is: [CH3:24][C:22]([CH3:23])([CH3:25])[CH2:21][N:20]1[C:15]2[C:16](=[N:17][C:12]([C:6]3[CH:5]=[C:4]([C@H:2]([N:1]4[CH2:34][CH2:33][S:30](=[O:32])(=[O:31])[CH2:28][CH2:29]4)[CH3:3])[CH:11]=[CH:10][C:7]=3[C:8]#[N:9])=[CH:13][CH:14]=2)[N:18]([CH3:27])[C:19]1=[O:26]. (7) Given the reactants [C:1](Cl)(=[O:4])[CH:2]=[CH2:3].[CH3:6][C:7]1([OH:19])[CH:14]2[CH2:15][CH:10]3[CH2:11][C:12]([OH:17])([CH2:16][C:8]1([OH:18])[CH2:9]3)[CH2:13]2.C(N(CC)CC)C.C1COCC1, predict the reaction product. The product is: [C:1]([O:19][C:7]1([CH3:6])[CH:14]2[CH2:15][CH:10]3[CH2:11][C:12]([OH:17])([CH2:16][C:8]1([OH:18])[CH2:9]3)[CH2:13]2)(=[O:4])[CH:2]=[CH2:3].